This data is from Reaction yield outcomes from USPTO patents with 853,638 reactions. The task is: Predict the reaction yield, written as a fraction of the theoretical maximum amount of product (1.0 means a 100% yield; for example, 0.34 means a 34% yield). (1) The reactants are [CH2:1]([C:3]1[CH:17]=[CH:16][C:6]([O:7][C:8]2[CH:14]=[CH:13][C:11](N)=[CH:10][C:9]=2[F:15])=[C:5]([O:18][CH3:19])[CH:4]=1)[CH3:2].N([O-])=[O:21].[Na+].C([O-])(O)=O.[Na+].[NH4+].[OH-]. The catalyst is OS(O)(=O)=O.O.S([O-])([O-])(=O)=O.[Cu+2].[Cu-]=O. The product is [CH2:1]([C:3]1[CH:17]=[CH:16][C:6]([O:7][C:8]2[CH:14]=[CH:13][C:11]([OH:21])=[CH:10][C:9]=2[F:15])=[C:5]([O:18][CH3:19])[CH:4]=1)[CH3:2]. The yield is 0.390. (2) The reactants are [C:1]([O:5][C:6]([N:8]1CC[C:15]2[C:10](=[CH:11][CH:12]=[CH:13][CH:14]=2)[CH:9]1CCBr)=[O:7])([CH3:4])([CH3:3])[CH3:2].C(N(CC)CC)C.C(OC(OC(C)(C)C)=O)(OC(C)(C)C)=[O:29].[O:43]1[CH2:47][CH2:46][CH2:45][CH2:44]1.[CH2:46]1[CH2:47][O:43][CH2:44][CH2:45]1. No catalyst specified. The product is [C:1]([O:5][C:6]([N:8]1[CH2:9][CH2:10][C:11]2[C:44](=[CH:15][CH:14]=[CH:13][CH:12]=2)[CH:45]1[CH2:46][C:47]([OH:43])=[O:29])=[O:7])([CH3:4])([CH3:3])[CH3:2]. The yield is 1.00. (3) The reactants are [C:1]1([CH2:7][CH2:8][CH2:9][CH2:10][N:11]2[C:19](=[O:20])[C:18]3[C:13](=[CH:14][CH:15]=[CH:16][CH:17]=3)[C:12]2=[O:21])[CH:6]=[CH:5][CH:4]=[CH:3][CH:2]=1.[Cl:22][S:23](O)(=[O:25])=[O:24]. No catalyst specified. The product is [O:21]=[C:12]1[C:13]2[C:18](=[CH:17][CH:16]=[CH:15][CH:14]=2)[C:19](=[O:20])[N:11]1[CH2:10][CH2:9][CH2:8][CH2:7][C:1]1[CH:6]=[CH:5][C:4]([S:23]([Cl:22])(=[O:25])=[O:24])=[CH:3][CH:2]=1. The yield is 0.990. (4) The yield is 0.980. The catalyst is CN(C=O)C.O.CC(OC)(C)C.O. The reactants are [Br:1][C:2]1[CH:7]=[CH:6][C:5]([Cl:8])=[CH:4][C:3]=1[OH:9].Cl[C:11]([F:16])([F:15])C([O-])=O.[Na+].C(=O)([O-])[O-].[Cs+].[Cs+]. The product is [Cl:8][C:5]1[CH:6]=[CH:7][C:2]([Br:1])=[C:3]([O:9][CH:11]([F:16])[F:15])[CH:4]=1. (5) The reactants are [CH2:1]([O:3][C:4]1[N:9]=[N:8][C:7]([C:10]([OH:12])=O)=[CH:6][CH:5]=1)[CH3:2].C1N=CN(C(N2C=NC=C2)=O)C=1.CS(O)(=O)=O.[NH2:30][CH2:31][C:32]1[CH:33]=[C:34]2[C:38](=[CH:39][CH:40]=1)[C:37](=[O:41])[N:36]([CH:42]1[CH2:47][CH2:46][C:45](=[O:48])[NH:44][C:43]1=[O:49])[CH2:35]2.O. The yield is 0.840. The product is [O:49]=[C:43]1[CH:42]([N:36]2[CH2:35][C:34]3[C:38](=[CH:39][CH:40]=[C:32]([CH2:31][NH:30][C:10]([C:7]4[N:8]=[N:9][C:4]([O:3][CH2:1][CH3:2])=[CH:5][CH:6]=4)=[O:12])[CH:33]=3)[C:37]2=[O:41])[CH2:47][CH2:46][C:45](=[O:48])[NH:44]1. The catalyst is CN(C)C=O. (6) The reactants are FC(F)(F)C(O)=O.[CH2:8]([O:10][C:11](=[O:52])[CH2:12][C:13]1[N:14]=[C:15]([C:18]2[CH:23]=[CH:22][C:21]([C:24]([C:29]3[CH:34]=[CH:33][C:32]([CH2:35][CH2:36][CH:37]([O:42][Si](C(C)(C)C)(C)C)[C:38]([CH3:41])([CH3:40])[CH3:39])=[C:31]([CH3:50])[CH:30]=3)([CH2:27][CH3:28])[CH2:25][CH3:26])=[CH:20][C:19]=2[CH3:51])[S:16][CH:17]=1)C. The catalyst is ClCCl. The product is [CH3:8][O:10][C:11](=[O:52])[CH2:12][C:13]1[N:14]=[C:15]([C:18]2[CH:23]=[CH:22][C:21]([C:24]([CH2:27][CH3:28])([C:29]3[CH:34]=[CH:33][C:32]([CH2:35][CH2:36][CH:37]([OH:42])[C:38]([CH3:40])([CH3:41])[CH3:39])=[C:31]([CH3:50])[CH:30]=3)[CH2:25][CH3:26])=[CH:20][C:19]=2[CH3:51])[S:16][CH:17]=1. The yield is 0.930. (7) The reactants are [Br:1][C:2]1[CH:3]=[C:4]([CH:8]=[C:9]([Br:21])[C:10]=1[O:11][C:12]1[CH:17]=[CH:16][C:15]([N+:18]([O-:20])=[O:19])=[CH:14][CH:13]=1)[C:5]([OH:7])=[O:6].[C:22]1(C)C(S(O)(=O)=O)=CC=CC=1. The catalyst is CO. The product is [CH3:22][O:6][C:5](=[O:7])[C:4]1[CH:3]=[C:2]([Br:1])[C:10]([O:11][C:12]2[CH:13]=[CH:14][C:15]([N+:18]([O-:20])=[O:19])=[CH:16][CH:17]=2)=[C:9]([Br:21])[CH:8]=1. The yield is 0.850.